Dataset: Forward reaction prediction with 1.9M reactions from USPTO patents (1976-2016). Task: Predict the product of the given reaction. (1) Given the reactants [Br:1][C:2]1[O:6][C:5]([C:7]([OH:9])=O)=[CH:4][CH:3]=1.[CH2:10]([O:12][C:13](=[O:23])[CH2:14][CH2:15][C:16]1[CH:21]=[CH:20][CH:19]=[C:18]([NH2:22])[CH:17]=1)[CH3:11], predict the reaction product. The product is: [CH2:10]([O:12][C:13](=[O:23])[CH2:14][CH2:15][C:16]1[CH:21]=[CH:20][CH:19]=[C:18]([NH:22][C:7]([C:5]2[O:6][C:2]([Br:1])=[CH:3][CH:4]=2)=[O:9])[CH:17]=1)[CH3:11]. (2) Given the reactants C(O[C@H](C)[C@H](NC(OCC1C2C=CC=CC=2C2C1=CC=CC=2)=O)C(O)=O)C1C=CC=CC=1.[C:33]([O:37][C:38]([NH:40][C@H:41]([C:45]1[CH:50]=[CH:49][C:48]([O:51][CH2:52][CH2:53][O:54][CH:55]2CCCCO2)=[CH:47][CH:46]=1)[C:42]([OH:44])=[O:43])=[O:39])([CH3:36])([CH3:35])[CH3:34].C(OC(N[C@H](C1C=CC(OCC(OC)OCC)=CC=1)C(O)=O)=O)(C)(C)C, predict the reaction product. The product is: [C:33]([O:37][C:38]([NH:40][C@H:41]([C:45]1[CH:46]=[CH:47][C:48]([O:51][CH2:52][CH2:53][O:54][CH3:55])=[CH:49][CH:50]=1)[C:42]([OH:44])=[O:43])=[O:39])([CH3:36])([CH3:35])[CH3:34]. (3) Given the reactants [C:1]([C:3]1[C:4]([C:9]2[CH:14]=[CH:13][CH:12]=[CH:11][CH:10]=2)=[N:5][O:6][C:7]=1[CH3:8])#[CH:2].Br[C:16]1[CH:21]=[CH:20][CH:19]=[C:18]([C:22]([F:25])([F:24])[F:23])[N:17]=1, predict the reaction product. The product is: [CH3:8][C:7]1[O:6][N:5]=[C:4]([C:9]2[CH:14]=[CH:13][CH:12]=[CH:11][CH:10]=2)[C:3]=1[C:1]#[C:2][C:16]1[CH:21]=[CH:20][CH:19]=[C:18]([C:22]([F:25])([F:24])[F:23])[N:17]=1. (4) Given the reactants [N:1]([CH2:4][C:5]([NH:7][CH:8]([CH2:13][S:14][CH2:15][C:16]1[CH:21]=[CH:20][CH:19]=[C:18]([O:22]C2CCCCO2)[CH:17]=1)[C:9]([O:11][CH3:12])=[O:10])=[O:6])=[N+:2]=[N-:3], predict the reaction product. The product is: [N:1]([CH2:4][C:5]([NH:7][CH:8]([CH2:13][S:14][CH2:15][C:16]1[CH:21]=[CH:20][CH:19]=[C:18]([OH:22])[CH:17]=1)[C:9]([O:11][CH3:12])=[O:10])=[O:6])=[N+:2]=[N-:3]. (5) Given the reactants COC1N=CC(N2CCC([N:15]3[CH2:19][CH2:18][C@@H:17]([NH:20][C:21](=[O:36])[CH2:22][NH:23][C:24](=[O:35])[C:25]4[CH:30]=[CH:29][CH:28]=[C:27]([C:31]([F:34])([F:33])[F:32])[CH:26]=4)[CH2:16]3)CC2)=CC=1.[Cl:37][C:38]1[CH:39]=[C:40]([N:44]2[CH2:49][CH2:48][C:47](=O)[CH2:46][CH2:45]2)[CH:41]=[CH:42][CH:43]=1.COC1N=CC(N2CCC(=O)CC2)=CC=1, predict the reaction product. The product is: [Cl:37][C:38]1[CH:39]=[C:40]([N:44]2[CH2:49][CH2:48][CH:47]([N:15]3[CH2:19][CH2:18][C@@H:17]([NH:20][C:21](=[O:36])[CH2:22][NH:23][C:24](=[O:35])[C:25]4[CH:30]=[CH:29][CH:28]=[C:27]([C:31]([F:32])([F:34])[F:33])[CH:26]=4)[CH2:16]3)[CH2:46][CH2:45]2)[CH:41]=[CH:42][CH:43]=1. (6) Given the reactants Cl.[NH2:2][C:3]1([C:6]([O:8][CH3:9])=[O:7])[CH2:5][CH2:4]1.C(N(CC)CC)C.ClCCl.[F:20][C:21]1[CH:26]=[CH:25][C:24]([S:27](Cl)(=[O:29])=[O:28])=[CH:23][CH:22]=1, predict the reaction product. The product is: [F:20][C:21]1[CH:26]=[CH:25][C:24]([S:27]([NH:2][C:3]2([C:6]([O:8][CH3:9])=[O:7])[CH2:5][CH2:4]2)(=[O:29])=[O:28])=[CH:23][CH:22]=1. (7) Given the reactants CS(Cl)(=O)=O.C(OC(=O)[NH:12][C:13]([C:15]1[S:16][C:17]([S:38][CH3:39])=[C:18]([S:20]([C:23]2[CH:24]=[C:25]([C:29]3[C:34]([CH2:35]O)=[CH:33][CH:32]=[CH:31][C:30]=3[CH3:37])[CH:26]=[CH:27][CH:28]=2)(=[O:22])=[O:21])[CH:19]=1)=[NH:14])(C)(C)C.C(N(C(C)C)CC)(C)C.C[N:51]1[CH2:56][CH2:55][O:54][CH2:53][CH2:52]1, predict the reaction product. The product is: [CH3:37][C:30]1[CH:31]=[CH:32][CH:33]=[C:34]([CH2:35][N:51]2[CH2:56][CH2:55][O:54][CH2:53][CH2:52]2)[C:29]=1[C:25]1[CH:26]=[CH:27][CH:28]=[C:23]([S:20]([C:18]2[CH:19]=[C:15]([C:13]([NH2:12])=[NH:14])[S:16][C:17]=2[S:38][CH3:39])(=[O:21])=[O:22])[CH:24]=1. (8) The product is: [C:1]([O:5][C:6]([N:8]1[CH2:14][CH2:13][CH2:12][N:11]([C:15]2[NH:23][C:22]3[C:21](=[O:31])[N:20]([CH3:32])[C:19](=[O:33])[N:18]([CH3:34])[C:17]=3[C:16]=2[C:35](=[O:39])[N:36]([CH3:37])[CH3:38])[CH2:10][CH2:9]1)=[O:7])([CH3:4])([CH3:3])[CH3:2]. Given the reactants [C:1]([O:5][C:6]([N:8]1[CH2:14][CH2:13][CH2:12][N:11]([C:15]2[N:23](CC3C=CC=CC=3)[C:22]3[C:21](=[O:31])[N:20]([CH3:32])[C:19](=[O:33])[N:18]([CH3:34])[C:17]=3[C:16]=2[C:35](=[O:39])[N:36]([CH3:38])[CH3:37])[CH2:10][CH2:9]1)=[O:7])([CH3:4])([CH3:3])[CH3:2].C([O-])=O.[NH4+], predict the reaction product.